Dataset: Forward reaction prediction with 1.9M reactions from USPTO patents (1976-2016). Task: Predict the product of the given reaction. (1) Given the reactants C(N(CC)CC)C.[C:8](OC(=O)C)(=[O:10])[CH3:9].ClCCl.[CH3:18][O:19][C:20]1[C:21]([O:40][CH3:41])=[CH:22][C:23]2[S:27][C:26](/[CH:28]=[CH:29]/[CH:30]=[CH:31]/[C:32]3[CH:38]=[CH:37][C:35]([NH2:36])=[CH:34][CH:33]=3)=[N:25][C:24]=2[CH:39]=1, predict the reaction product. The product is: [CH3:18][O:19][C:20]1[C:21]([O:40][CH3:41])=[CH:22][C:23]2[S:27][C:26](/[CH:28]=[CH:29]/[CH:30]=[CH:31]/[C:32]3[CH:38]=[CH:37][C:35]([NH:36][C:8](=[O:10])[CH3:9])=[CH:34][CH:33]=3)=[N:25][C:24]=2[CH:39]=1. (2) Given the reactants [F:1][C:2]1[CH:7]=[C:6]([B:8]2[O:12][C:11]([CH3:14])([CH3:13])[C:10]([CH3:16])([CH3:15])[O:9]2)[CH:5]=[CH:4][C:3]=1[OH:17].[CH2:18]([O:20][C:21](=[O:26])[CH2:22][CH2:23][CH2:24]Br)[CH3:19].C([O-])([O-])=O.[Cs+].[Cs+], predict the reaction product. The product is: [CH2:18]([O:20][C:21](=[O:26])[CH2:22][CH2:23][CH2:24][O:17][C:3]1[CH:4]=[CH:5][C:6]([B:8]2[O:12][C:11]([CH3:13])([CH3:14])[C:10]([CH3:16])([CH3:15])[O:9]2)=[CH:7][C:2]=1[F:1])[CH3:19]. (3) Given the reactants [OH:1][CH:2]1[CH2:5][CH:4]([C:6]2[O:10][N:9]=[C:8]([C:11]3[CH:12]=[CH:13][C:14]([CH3:29])=[C:15]([NH:17][C:18]([C:20]4[N:24]5[CH:25]=[CH:26][CH:27]=[CH:28][C:23]5=[N:22][CH:21]=4)=[O:19])[CH:16]=3)[N:7]=2)[CH2:3]1.CCN(C(C)C)C(C)C.[CH3:39][S:40](Cl)(=[O:42])=[O:41], predict the reaction product. The product is: [CH3:39][S:40]([O:1][CH:2]1[CH2:5][CH:4]([C:6]2[O:10][N:9]=[C:8]([C:11]3[CH:12]=[CH:13][C:14]([CH3:29])=[C:15]([NH:17][C:18]([C:20]4[N:24]5[CH:25]=[CH:26][CH:27]=[CH:28][C:23]5=[N:22][CH:21]=4)=[O:19])[CH:16]=3)[N:7]=2)[CH2:3]1)(=[O:42])=[O:41]. (4) Given the reactants [CH3:1][NH:2][C:3]1[CH2:7][O:6][C:5](=[O:8])[CH:4]=1.[OH-].[Na+].S(OC)(O[CH3:15])(=O)=O, predict the reaction product. The product is: [CH3:1][N:2]([CH3:15])[C:3]1[CH2:7][O:6][C:5](=[O:8])[CH:4]=1. (5) Given the reactants [OH-].[Na+].C[C@H:4]([NH:13][CH3:14])[C@@H:5](O)[C:6]1[CH:7]=[CH:8]C=CC=1.[C:15](=[O:18])(O)[O-:16].[Na+].[CH:20]1[C:32]2[CH:31]([CH2:33][O:34]Cl)[C:30]3[C:25](=[CH:26][CH:27]=[CH:28][CH:29]=3)[C:24]=2[CH:23]=[CH:22][CH:21]=1.[O:36]1CCOC[CH2:37]1, predict the reaction product. The product is: [C:37]([N:13]([CH:4]=[CH:5][CH2:6][CH2:7][CH3:8])[CH2:14][C:15]([OH:16])=[O:18])([O:34][CH2:33][CH:31]1[C:30]2[C:25](=[CH:26][CH:27]=[CH:28][CH:29]=2)[C:24]2[C:32]1=[CH:20][CH:21]=[CH:22][CH:23]=2)=[O:36]. (6) Given the reactants [S:1]([NH2:5])([NH2:4])(=[O:3])=[O:2].N[C:7]1[CH:12]=[CH:11][C:10]([C:13]2[N:14]=[CH:15][N:16]([C:18]([N:20]([CH:22]3[CH2:27][CH2:26][CH2:25][CH2:24][CH2:23]3)[CH3:21])=[O:19])[CH:17]=2)=[CH:9][CH:8]=1, predict the reaction product. The product is: [CH:22]1([N:20]([CH3:21])[C:18]([N:16]2[CH:17]=[C:13]([C:10]3[CH:11]=[CH:12][C:7]([NH:4][S:1](=[O:3])(=[O:2])[NH2:5])=[CH:8][CH:9]=3)[N:14]=[CH:15]2)=[O:19])[CH2:23][CH2:24][CH2:25][CH2:26][CH2:27]1. (7) The product is: [F:1][C:2]1[CH:3]=[C:4]([S:9]([NH:19][C:20]2[CH:24]=[CH:23][S:22][C:21]=2[C:25]([O:27][CH3:28])=[O:26])(=[O:11])=[O:10])[CH:5]=[CH:6][C:7]=1[CH3:8]. Given the reactants [F:1][C:2]1[CH:3]=[C:4]([S:9](Cl)(=[O:11])=[O:10])[CH:5]=[CH:6][C:7]=1[CH3:8].N1C=CC=CC=1.[NH2:19][C:20]1[CH:24]=[CH:23][S:22][C:21]=1[C:25]([O:27][CH3:28])=[O:26], predict the reaction product.